From a dataset of Peptide-MHC class I binding affinity with 185,985 pairs from IEDB/IMGT. Regression. Given a peptide amino acid sequence and an MHC pseudo amino acid sequence, predict their binding affinity value. This is MHC class I binding data. (1) The peptide sequence is FAEGVIAFL. The MHC is HLA-B57:01 with pseudo-sequence HLA-B57:01. The binding affinity (normalized) is 0.0847. (2) The peptide sequence is DTGKKELAL. The MHC is HLA-A02:02 with pseudo-sequence HLA-A02:02. The binding affinity (normalized) is 0.561.